Dataset: Full USPTO retrosynthesis dataset with 1.9M reactions from patents (1976-2016). Task: Predict the reactants needed to synthesize the given product. (1) The reactants are: [Cl:1][C:2]1[CH:7]=[CH:6][C:5]([NH:8][C:9]2[CH:10]=[C:11]([F:24])[C:12]([CH2:15][NH:16]C(=O)OC(C)(C)C)=[N:13][CH:14]=2)=[C:4]([C:25]([F:28])([F:27])[F:26])[CH:3]=1.Cl. Given the product [ClH:1].[NH2:16][CH2:15][C:12]1[N:13]=[CH:14][C:9]([NH:8][C:5]2[CH:6]=[CH:7][C:2]([Cl:1])=[CH:3][C:4]=2[C:25]([F:28])([F:27])[F:26])=[CH:10][C:11]=1[F:24], predict the reactants needed to synthesize it. (2) Given the product [C:19]([O:18][C:16]([NH:15][C:13]1[O:14][C:10]([C:8]2[S:7][CH:6]=[C:5]([C:3]([OH:4])=[O:2])[CH:9]=2)=[CH:11][N:12]=1)=[O:17])([CH3:22])([CH3:20])[CH3:21], predict the reactants needed to synthesize it. The reactants are: C[O:2][C:3]([C:5]1[CH:9]=[C:8]([C:10]2[O:14][C:13]([NH:15][C:16]([O:18][C:19]([CH3:22])([CH3:21])[CH3:20])=[O:17])=[N:12][CH:11]=2)[S:7][CH:6]=1)=[O:4].[OH-].[Na+]. (3) Given the product [CH:1]([C:4]1[S:5][C:6]2[CH:12]=[CH:11][C:10]([NH2:13])=[CH:9][C:7]=2[N:8]=1)([CH3:3])[CH3:2], predict the reactants needed to synthesize it. The reactants are: [CH:1]([C:4]1[S:5][C:6]2[CH:12]=[CH:11][C:10]([N+:13]([O-])=O)=[CH:9][C:7]=2[N:8]=1)([CH3:3])[CH3:2].S1C2C=CC(N)=CC=2N=C1. (4) Given the product [CH2:19]([NH:18][S:15]([C:12]1[CH:13]=[CH:14][C:9]([C:7]2[N:8]=[C:4]([CH2:27][C:26]([OH:29])=[O:28])[S:5][CH:6]=2)=[CH:10][CH:11]=1)(=[O:17])=[O:16])[CH2:20][CH:21]([CH3:23])[CH3:22], predict the reactants needed to synthesize it. The reactants are: C(C[C:4]1[S:5][CH:6]=[C:7]([C:9]2[CH:14]=[CH:13][C:12]([S:15]([NH:18][CH2:19][CH2:20][CH:21]([CH3:23])[CH3:22])(=[O:17])=[O:16])=[CH:11][CH:10]=2)[N:8]=1)#N.[OH-].[Na+].[C:26]([OH:29])(=[O:28])[CH3:27]. (5) Given the product [CH3:25][C:20]1([CH3:26])[C:21]([CH3:24])([CH3:23])[O:22][B:18]([C:2]2[CH:3]=[C:4]3[C:8](=[CH:9][CH:10]=2)[NH:7][N:6]=[C:5]3[C:11]#[N:12])[O:19]1, predict the reactants needed to synthesize it. The reactants are: Br[C:2]1[CH:3]=[C:4]2[C:8](=[CH:9][CH:10]=1)[NH:7][N:6]=[C:5]2[C:11]#[N:12].C([O-])(=O)C.[K+].[B:18]1([B:18]2[O:22][C:21]([CH3:24])([CH3:23])[C:20]([CH3:26])([CH3:25])[O:19]2)[O:22][C:21]([CH3:24])([CH3:23])[C:20]([CH3:26])([CH3:25])[O:19]1. (6) Given the product [CH2:30]([O:29][C:23]([NH:39][C:20](=[O:22])[C@H:12]([CH2:13][C:14]1[CH:15]=[CH:16][CH:17]=[CH:18][CH:19]=1)[NH2:11])=[O:34])[C:33]1[CH:45]=[CH:44][CH:43]=[CH:42][CH:41]=1, predict the reactants needed to synthesize it. The reactants are: C(OC([NH:11][C@H:12]([C:20]([OH:22])=O)[CH2:13][C:14]1[CH:19]=[CH:18][CH:17]=[CH:16][CH:15]=1)=O)C1C=CC=CC=1.[C:23](=[O:34])([O:29][C:30]([CH3:33])(C)C)OC(C)(C)C.C(=O)([O-])O.[NH4+:39].N1[CH:45]=[CH:44][CH:43]=[CH:42][CH:41]=1. (7) Given the product [NH2:25][C:23]1[CH:22]=[CH:21][C:20]([F:39])=[C:19]([C@:16]2([CH3:18])[C:15]([F:41])([F:40])[CH2:14][O:13][CH2:12][C:11]([NH:10][C:9]([C:48]3[CH:49]=[CH:50][C:51]([O:54][CH3:55])=[CH:52][CH:53]=3)([C:6]3[CH:7]=[CH:8][C:3]([O:2][CH3:1])=[CH:4][CH:5]=3)[C:42]3[CH:43]=[CH:44][CH:45]=[CH:46][CH:47]=3)=[N:17]2)[CH:24]=1, predict the reactants needed to synthesize it. The reactants are: [CH3:1][O:2][C:3]1[CH:8]=[CH:7][C:6]([C:9]([C:48]2[CH:53]=[CH:52][C:51]([O:54][CH3:55])=[CH:50][CH:49]=2)([C:42]2[CH:47]=[CH:46][CH:45]=[CH:44][CH:43]=2)[NH:10][C:11]2[CH2:12][O:13][CH2:14][C:15]([F:41])([F:40])[C@:16]([C:19]3[CH:24]=[C:23]([N:25]=C(C4C=CC=CC=4)C4C=CC=CC=4)[CH:22]=[CH:21][C:20]=3[F:39])([CH3:18])[N:17]=2)=[CH:5][CH:4]=1.Cl. (8) The reactants are: [F:1][C:2]1[CH:3]=[CH:4][C:5]([N+:15]([O-])=O)=[C:6]([NH:8][C:9]2[CH:14]=[N:13][CH:12]=[CH:11][N:10]=2)[CH:7]=1. Given the product [F:1][C:2]1[CH:7]=[C:6]([NH:8][C:9]2[CH:14]=[N:13][CH:12]=[CH:11][N:10]=2)[C:5]([NH2:15])=[CH:4][CH:3]=1, predict the reactants needed to synthesize it.